From a dataset of NCI-60 drug combinations with 297,098 pairs across 59 cell lines. Regression. Given two drug SMILES strings and cell line genomic features, predict the synergy score measuring deviation from expected non-interaction effect. (1) Drug 1: C1=CC(=CC=C1CCCC(=O)O)N(CCCl)CCCl. Drug 2: CNC(=O)C1=NC=CC(=C1)OC2=CC=C(C=C2)NC(=O)NC3=CC(=C(C=C3)Cl)C(F)(F)F. Cell line: MOLT-4. Synergy scores: CSS=78.5, Synergy_ZIP=4.31, Synergy_Bliss=2.69, Synergy_Loewe=3.20, Synergy_HSA=5.49. (2) Drug 1: C1CN(CCN1C(=O)CCBr)C(=O)CCBr. Drug 2: C1CN(P(=O)(OC1)NCCCl)CCCl. Cell line: SK-OV-3. Synergy scores: CSS=4.31, Synergy_ZIP=1.38, Synergy_Bliss=5.16, Synergy_Loewe=-9.16, Synergy_HSA=-3.05.